Regression. Given a peptide amino acid sequence and an MHC pseudo amino acid sequence, predict their binding affinity value. This is MHC class I binding data. From a dataset of Peptide-MHC class I binding affinity with 185,985 pairs from IEDB/IMGT. The peptide sequence is KGAGTGGLGL. The MHC is HLA-A01:01 with pseudo-sequence HLA-A01:01. The binding affinity (normalized) is 0.